Task: Predict the reaction yield, written as a fraction of the theoretical maximum amount of product (1.0 means a 100% yield; for example, 0.34 means a 34% yield).. Dataset: Reaction yield outcomes from USPTO patents with 853,638 reactions (1) The catalyst is C(#N)CC.CCO.O. The product is [Cl:36][C:37]1[CH:38]=[CH:39][C:40]([N:43]2[CH2:48][CH2:47][N:46]([CH2:2][C:3]3[CH:12]=[N:11][C:10]4[N:9]5[CH2:13][CH2:14][CH2:15][CH2:16][C@H:8]5[C:7](=[O:17])[NH:6][C:5]=4[CH:4]=3)[CH2:45][CH2:44]2)=[CH:41][CH:42]=1. The yield is 0.430. The reactants are O[CH2:2][C:3]1[CH:12]=[N:11][C:10]2[N:9]3[CH2:13][CH2:14][CH2:15][CH2:16][C@H:8]3[C:7](=[O:17])[NH:6][C:5]=2[CH:4]=1.[I-].C(C[P+](C)(C)C)#N.C(N(C(C)C)C(C)C)C.Cl.[Cl:36][C:37]1[CH:42]=[CH:41][C:40]([N:43]2[CH2:48][CH2:47][NH:46][CH2:45][CH2:44]2)=[CH:39][CH:38]=1. (2) The reactants are [OH-].[Na+].[Br:3][C:4]1[CH:5]=[C:6]2[C:10](=[CH:11][CH:12]=1)[N:9]([CH:13]1[CH2:18][CH2:17][CH2:16][CH2:15][O:14]1)[N:8]=[C:7]2[C:19]([O:21]C)=[O:20].Cl. The catalyst is O. The product is [Br:3][C:4]1[CH:5]=[C:6]2[C:10](=[CH:11][CH:12]=1)[N:9]([CH:13]1[CH2:18][CH2:17][CH2:16][CH2:15][O:14]1)[N:8]=[C:7]2[C:19]([OH:21])=[O:20]. The yield is 0.700. (3) No catalyst specified. The reactants are Cl[C:2]1[C:7]2[NH:8][C:9]3[C:14]([C:6]=2[C:5]([C:16]2[CH:21]=[CH:20][CH:19]=[C:18]([S:22]([CH2:25][CH3:26])(=[O:24])=[O:23])[CH:17]=2)=[CH:4][N:3]=1)=[CH:13][C:12]([CH3:15])=[CH:11][N:10]=3.[CH3:27][N:28]([CH3:33])[CH2:29][CH2:30][CH2:31][NH2:32]. The product is [CH2:25]([S:22]([C:18]1[CH:17]=[C:16]([C:5]2[C:6]3[C:14]4[CH:13]=[C:12]([CH3:15])[CH:11]=[N:10][C:9]=4[NH:8][C:7]=3[C:2]([NH:32][CH2:31][CH2:30][CH2:29][N:28]([CH3:33])[CH3:27])=[N:3][CH:4]=2)[CH:21]=[CH:20][CH:19]=1)(=[O:24])=[O:23])[CH3:26]. The yield is 0.550. (4) The reactants are C([O:3][C:4]([C:6]1[NH:7][C:8]([CH:12]=[C:13]2[C:21]3[C:16](=[CH:17][CH:18]=[C:19]([Cl:22])[CH:20]=3)[NH:15][C:14]2=[O:23])=[C:9]([CH3:11])[CH:10]=1)=[O:5])C.[K].[OH-]. The catalyst is CO.C(O)C. The product is [Cl:22][C:19]1[CH:20]=[C:21]2[C:16](=[CH:17][CH:18]=1)[NH:15][C:14](=[O:23])[C:13]2=[CH:12][C:8]1[NH:7][C:6]([C:4]([OH:5])=[O:3])=[CH:10][C:9]=1[CH3:11]. The yield is 0.700. (5) The reactants are C([N:8]1[CH2:12][CH:11]([O:13][CH2:14][CH2:15][CH2:16][CH2:17][CH2:18][CH2:19][CH2:20][CH3:21])[CH:10]([O:22][CH2:23][CH2:24][CH2:25][CH2:26][CH2:27][CH2:28][CH2:29][CH2:30]/[CH:31]=[CH:32]\[CH2:33]/[CH:34]=[CH:35]\[CH2:36][CH2:37][CH2:38][CH2:39][CH3:40])[CH2:9]1)C1C=CC=CC=1.CCN(C(C)C)C(C)C.ClC(OCCCl)=O. The catalyst is ClCCl. The product is [CH2:23]([O:22][CH:10]1[CH:11]([O:13][CH2:14][CH2:15][CH2:16][CH2:17][CH2:18][CH2:19][CH2:20][CH3:21])[CH2:12][NH:8][CH2:9]1)[CH2:24][CH2:25][CH2:26][CH2:27][CH2:28][CH2:29][CH2:30]/[CH:31]=[CH:32]\[CH2:33]/[CH:34]=[CH:35]\[CH2:36][CH2:37][CH2:38][CH2:39][CH3:40]. The yield is 0.510.